The task is: Predict the reaction yield, written as a fraction of the theoretical maximum amount of product (1.0 means a 100% yield; for example, 0.34 means a 34% yield).. This data is from Reaction yield outcomes from USPTO patents with 853,638 reactions. (1) The reactants are [OH:1][C:2]1[CH:3]=[C:4]([CH:7]=[CH:8][C:9]=1[I:10])[CH:5]=[O:6].[C:11](=O)([O-])[O-].[K+].[K+].CN(C)C=O.IC. The catalyst is CC(C)=O. The product is [I:10][C:9]1[CH:8]=[CH:7][C:4]([CH:5]=[O:6])=[CH:3][C:2]=1[O:1][CH3:11]. The yield is 0.930. (2) The reactants are [C:1]([O:5][C:6]([N:8]1[CH2:15][CH:14]2[N:16]([C:17]([O:19][C:20]([CH3:23])([CH3:22])[CH3:21])=[O:18])[CH:10]([CH2:11][C:12]([C:27]3[S:31][C:30]([O:32][CH2:33][CH2:34][O:35][Si:36]([C:39]([CH3:42])([CH3:41])[CH3:40])([CH3:38])[CH3:37])=[N:29][CH:28]=3)=[C:13]2[C:24](O)=[O:25])[CH2:9]1)=[O:7])([CH3:4])([CH3:3])[CH3:2].C1C=CC2N(O)N=NC=2C=1.CCN=C=NCCCN(C)C.Cl.CCN(C(C)C)C(C)C.[CH:74]1([NH:77][CH2:78][C:79]2[CH:84]=[CH:83][CH:82]=[C:81]([O:85][CH3:86])[C:80]=2[CH3:87])[CH2:76][CH2:75]1. The catalyst is C(Cl)Cl.CN(C1C=CN=CC=1)C. The product is [C:1]([O:5][C:6]([N:8]1[CH2:15][CH:14]2[N:16]([C:17]([O:19][C:20]([CH3:23])([CH3:22])[CH3:21])=[O:18])[CH:10]([CH2:11][C:12]([C:27]3[S:31][C:30]([O:32][CH2:33][CH2:34][O:35][Si:36]([C:39]([CH3:42])([CH3:41])[CH3:40])([CH3:38])[CH3:37])=[N:29][CH:28]=3)=[C:13]2[C:24](=[O:25])[N:77]([CH:74]2[CH2:76][CH2:75]2)[CH2:78][C:79]2[CH:84]=[CH:83][CH:82]=[C:81]([O:85][CH3:86])[C:80]=2[CH3:87])[CH2:9]1)=[O:7])([CH3:2])([CH3:3])[CH3:4]. The yield is 0.420. (3) The reactants are F[C:2]1[C:7]([N+:8]([O-:10])=[O:9])=[CH:6][C:5]([NH:11][C:12]2[N:17]=[C:16]([C:18]3[C:26]4[C:21](=[CH:22][CH:23]=[CH:24][CH:25]=4)[N:20]([CH3:27])[CH:19]=3)[CH:15]=[CH:14][N:13]=2)=[C:4]([O:28][CH3:29])[CH:3]=1.[CH3:30][NH:31][CH2:32][CH2:33][N:34]([CH3:36])[CH3:35].C(N(C(C)C)C(C)C)C.O. The catalyst is CC(N(C)C)=O. The product is [CH3:35][N:34]([CH3:36])[CH2:33][CH2:32][N:31]([CH3:30])[C:2]1[C:7]([N+:8]([O-:10])=[O:9])=[CH:6][C:5]([NH:11][C:12]2[N:17]=[C:16]([C:18]3[C:26]4[C:21](=[CH:22][CH:23]=[CH:24][CH:25]=4)[N:20]([CH3:27])[CH:19]=3)[CH:15]=[CH:14][N:13]=2)=[C:4]([O:28][CH3:29])[CH:3]=1. The yield is 0.960. (4) The reactants are C([O:3][C:4](=[O:52])[C:5]1[CH:10]=[CH:9][CH:8]=[C:7]([O:11][CH2:12][CH2:13][CH2:14][N:15]2[C:19]3[CH:20]=[CH:21][CH:22]=[CH:23][C:18]=3[N:17]([CH2:24][C:25]3[CH:30]=[CH:29][C:28]([N:31]4[CH2:36][CH2:35][N:34]([CH2:37][C:38]5[CH:43]=[CH:42][CH:41]=[CH:40][C:39]=5[C:44]5[CH:49]=[CH:48][C:47]([Cl:50])=[CH:46][CH:45]=5)[CH2:33][CH2:32]4)=[CH:27][CH:26]=3)[C:16]2=[NH:51])[CH:6]=1)C.O[Li].O. The catalyst is C1COCC1.CO.O. The product is [Cl:50][C:47]1[CH:48]=[CH:49][C:44]([C:39]2[CH:40]=[CH:41][CH:42]=[CH:43][C:38]=2[CH2:37][N:34]2[CH2:35][CH2:36][N:31]([C:28]3[CH:27]=[CH:26][C:25]([CH2:24][N:17]4[C:18]5[CH:23]=[CH:22][CH:21]=[CH:20][C:19]=5[N:15]([CH2:14][CH2:13][CH2:12][O:11][C:7]5[CH:6]=[C:5]([CH:10]=[CH:9][CH:8]=5)[C:4]([OH:52])=[O:3])[C:16]4=[NH:51])=[CH:30][CH:29]=3)[CH2:32][CH2:33]2)=[CH:45][CH:46]=1. The yield is 0.110. (5) No catalyst specified. The reactants are [NH2:1][C:2]1[C:11]2[S:10](=[O:13])(=[O:12])[N:9]=[C:8]([C:14]3[C:15](=[O:30])[N:16]([NH:25][CH2:26][CH:27]([CH3:29])[CH3:28])[C:17]4[C:22]([C:23]=3[OH:24])=[CH:21][CH:20]=[CH:19][CH:18]=4)[NH:7][C:6]=2[CH:5]=[CH:4][C:3]=1[OH:31].[NH2:32][C:33]1[CH:34]=[C:35]([CH:39]=[CH:40][CH:41]=1)[C:36](O)=O. The yield is 0.380. The product is [NH2:32][C:33]1[CH:34]=[C:35]([C:36]2[O:31][C:3]3[CH:4]=[CH:5][C:6]4[NH:7][C:8]([C:14]5[C:15](=[O:30])[N:16]([NH:25][CH2:26][CH:27]([CH3:29])[CH3:28])[C:17]6[C:22]([C:23]=5[OH:24])=[CH:21][CH:20]=[CH:19][CH:18]=6)=[N:9][S:10](=[O:12])(=[O:13])[C:11]=4[C:2]=3[N:1]=2)[CH:39]=[CH:40][CH:41]=1. (6) The reactants are [Cl:1][C:2]1[CH:3]=[CH:4][N:5]2[C:10]=1[C:9](=[O:11])[N:8]([C:12]1[CH:17]=[CH:16][CH:15]=[CH:14][CH:13]=1)[C:7]([C@@H:18]1[CH2:22][S:21](=[O:23])[CH2:20][N:19]1[C:24]1[N:32]=[CH:31][N:30]=[C:29]3[C:25]=1[N:26]=[CH:27][N:28]3C1CCCCO1)=[N:6]2.C([O-])(O)=O.[Na+]. The catalyst is Cl.CO. The product is [Cl:1][C:2]1[CH:3]=[CH:4][N:5]2[C:10]=1[C:9](=[O:11])[N:8]([C:12]1[CH:17]=[CH:16][CH:15]=[CH:14][CH:13]=1)[C:7]([C@@H:18]1[CH2:22][S:21](=[O:23])[CH2:20][N:19]1[C:24]1[N:32]=[CH:31][N:30]=[C:29]3[C:25]=1[N:26]=[CH:27][NH:28]3)=[N:6]2. The yield is 0.510. (7) The yield is 0.580. The catalyst is ClCCl.C(N(CC)CC)C. The product is [C:3]([N:36]1[CH2:37][CH2:38][C:31]2([N:30]([C:39]3[CH:44]=[CH:43][CH:42]=[CH:41][CH:40]=3)[CH2:29][N:28]([CH2:27][C:17]3[N:16]([CH2:15][CH2:14][CH:8]4[CH2:13][CH2:12][CH2:11][CH2:10][CH2:9]4)[C:20]4[N:21]=[C:22]([C:25]#[N:26])[N:23]=[CH:24][C:19]=4[CH:18]=3)[C:32]2=[O:33])[CH2:34][CH2:35]1)(=[O:4])[CH3:2]. The reactants are F[C:2](F)(F)[C:3](O)=[O:4].[CH:8]1([CH2:14][CH2:15][N:16]2[C:20]3[N:21]=[C:22]([C:25]#[N:26])[N:23]=[CH:24][C:19]=3[CH:18]=[C:17]2[CH2:27][N:28]2[C:32](=[O:33])[C:31]3([CH2:38][CH2:37][NH:36][CH2:35][CH2:34]3)[N:30]([C:39]3[CH:44]=[CH:43][CH:42]=[CH:41][CH:40]=3)[CH2:29]2)[CH2:13][CH2:12][CH2:11][CH2:10][CH2:9]1.C(OC(=O)C)(=O)C.